This data is from Full USPTO retrosynthesis dataset with 1.9M reactions from patents (1976-2016). The task is: Predict the reactants needed to synthesize the given product. (1) Given the product [C:28]([O:32][C:33]([N:35]1[CH2:40][CH2:39][CH:38]([CH2:41][NH:42][C:43](=[O:46])[CH2:44][NH:45][C:23](=[O:24])[C:22]2[CH:21]=[CH:20][C:19]([S:16](=[O:17])(=[O:18])[NH:15][C:10]3[CH:11]=[CH:12][CH:13]=[CH:14][C:9]=3[C:1](=[O:8])[C:2]3[CH:7]=[CH:6][CH:5]=[CH:4][CH:3]=3)=[CH:27][CH:26]=2)[CH2:37][CH2:36]1)=[O:34])([CH3:31])([CH3:29])[CH3:30], predict the reactants needed to synthesize it. The reactants are: [C:1]([C:9]1[CH:14]=[CH:13][CH:12]=[CH:11][C:10]=1[NH:15][S:16]([C:19]1[CH:27]=[CH:26][C:22]([C:23](O)=[O:24])=[CH:21][CH:20]=1)(=[O:18])=[O:17])(=[O:8])[C:2]1[CH:7]=[CH:6][CH:5]=[CH:4][CH:3]=1.[C:28]([O:32][C:33]([N:35]1[CH2:40][CH2:39][CH:38]([CH2:41][NH:42][C:43](=[O:46])[CH2:44][NH2:45])[CH2:37][CH2:36]1)=[O:34])([CH3:31])([CH3:30])[CH3:29]. (2) Given the product [Cl:1][C:2]1[N:7]=[CH:6][C:5]2[CH:8]=[CH:9][N:10]([CH2:14][O:15][CH2:16][CH2:17][Si:18]([CH3:21])([CH3:20])[CH3:19])[C:4]=2[CH:3]=1, predict the reactants needed to synthesize it. The reactants are: [Cl:1][C:2]1[N:7]=[CH:6][C:5]2[CH:8]=[CH:9][NH:10][C:4]=2[CH:3]=1.[H-].[Na+].Cl[CH2:14][O:15][CH2:16][CH2:17][Si:18]([CH3:21])([CH3:20])[CH3:19].